Dataset: Reaction yield outcomes from USPTO patents with 853,638 reactions. Task: Predict the reaction yield, written as a fraction of the theoretical maximum amount of product (1.0 means a 100% yield; for example, 0.34 means a 34% yield). (1) The reactants are [C:1]([N:4]1[CH2:9][CH2:8][N:7]([C:10]2[CH:17]=[C:16]([Cl:18])[CH:15]=[CH:14][C:11]=2[CH:12]=O)[CH2:6][CH2:5]1)(=[O:3])[CH3:2].[N:19]1([C:25]([O:27][C:28]([CH3:31])([CH3:30])[CH3:29])=[O:26])[CH2:24][CH2:23][NH:22][CH2:21][CH2:20]1.ClCCl.C(O[BH-](OC(=O)C)OC(=O)C)(=O)C.[Na+]. The catalyst is O. The product is [C:1]([N:4]1[CH2:9][CH2:8][N:7]([C:10]2[CH:17]=[C:16]([Cl:18])[CH:15]=[CH:14][C:11]=2[CH2:12][N:22]2[CH2:21][CH2:20][N:19]([C:25]([O:27][C:28]([CH3:31])([CH3:30])[CH3:29])=[O:26])[CH2:24][CH2:23]2)[CH2:6][CH2:5]1)(=[O:3])[CH3:2]. The yield is 0.850. (2) The reactants are [CH3:1][O:2][C:3]1[CH:8]=[CH:7][C:6]([N:9]2[C:13]3[C:14](=[O:30])[N:15]([C:18]4[CH:23]=[CH:22][C:21]([C:24]5([C:27]([NH2:29])=O)[CH2:26][CH2:25]5)=[CH:20][CH:19]=4)[CH2:16][CH2:17][C:12]=3[C:11]([C:31]([F:34])([F:33])[F:32])=[N:10]2)=[CH:5][CH:4]=1.O=S(Cl)Cl. The catalyst is CN(C=O)C. The product is [CH3:1][O:2][C:3]1[CH:8]=[CH:7][C:6]([N:9]2[C:13]3[C:14](=[O:30])[N:15]([C:18]4[CH:23]=[CH:22][C:21]([C:24]5([C:27]#[N:29])[CH2:25][CH2:26]5)=[CH:20][CH:19]=4)[CH2:16][CH2:17][C:12]=3[C:11]([C:31]([F:34])([F:32])[F:33])=[N:10]2)=[CH:5][CH:4]=1. The yield is 0.710. (3) The reactants are [CH2:1]([NH2:8])[C:2]1[CH:7]=[CH:6][CH:5]=[CH:4][CH:3]=1.[ClH:9].[CH3:10][C:11]([CH3:17])([CH3:16])[C:12](=[NH:15])OC. The catalyst is CO. The product is [ClH:9].[CH2:1]([NH:8][C:12](=[NH:15])[C:11]([CH3:17])([CH3:16])[CH3:10])[C:2]1[CH:7]=[CH:6][CH:5]=[CH:4][CH:3]=1. The yield is 0.950. (4) The reactants are C([NH:5][S:6]([C:9]1[CH:10]=[N:11][CH:12]=[C:13]([C:15]2[N:16]=[C:17]([NH:31][CH2:32][C:33]3[CH:38]=[CH:37][CH:36]=[CH:35][N:34]=3)[C:18]3[C:23]([CH:24]=2)=[CH:22][CH:21]=[CH:20][C:19]=3[C:25]2[CH:30]=[CH:29][CH:28]=[CH:27][CH:26]=2)[CH:14]=1)(=[O:8])=[O:7])(C)(C)C. The catalyst is C(O)(C(F)(F)F)=O. The product is [C:25]1([C:19]2[CH:20]=[CH:21][CH:22]=[C:23]3[C:18]=2[C:17]([NH:31][CH2:32][C:33]2[CH:38]=[CH:37][CH:36]=[CH:35][N:34]=2)=[N:16][C:15]([C:13]2[CH:14]=[C:9]([S:6]([NH2:5])(=[O:8])=[O:7])[CH:10]=[N:11][CH:12]=2)=[CH:24]3)[CH:26]=[CH:27][CH:28]=[CH:29][CH:30]=1. The yield is 0.340. (5) The reactants are [CH2:1]([O:8][NH:9][C:10]1[CH:15]=[CH:14][N:13]([C@H:16]2[C@@:20]([OH:22])([CH3:21])[C@H:19]([OH:23])[C@@H:18]([CH2:24][OH:25])[O:17]2)[C:12](=[O:26])[N:11]=1)[C:2]1[CH:7]=[CH:6][CH:5]=[CH:4][CH:3]=1.CN1C=CN=C1.Cl[P:34]([NH:43][C@@H:44]([CH3:51])[C:45]([O:47][CH:48]([CH3:50])[CH3:49])=[O:46])([O:36][C:37]1[CH:42]=[CH:41][CH:40]=[CH:39][CH:38]=1)=[O:35].CCOC(C)=O. The catalyst is C1COCC1. The product is [CH2:1]([O:8][NH:9][C:10]1[CH:15]=[CH:14][N:13]([C@@H:16]2[O:17][C@H:18]([CH2:24][O:25][P:34]([NH:43][CH:44]([CH3:51])[C:45]([O:47][CH:48]([CH3:50])[CH3:49])=[O:46])([O:36][C:37]3[CH:42]=[CH:41][CH:40]=[CH:39][CH:38]=3)=[O:35])[C@@H:19]([OH:23])[C@:20]2([OH:22])[CH3:21])[C:12](=[O:26])[N:11]=1)[C:2]1[CH:7]=[CH:6][CH:5]=[CH:4][CH:3]=1. The yield is 0.660. (6) The reactants are [OH:1][C:2]1[CH:10]=[C:9]2[C:5]([CH:6]=[C:7]([C:11]([OH:13])=[O:12])[NH:8]2)=[CH:4][CH:3]=1.Cl.[CH3:15]O. No catalyst specified. The product is [CH3:15][O:12][C:11]([C:7]1[NH:8][C:9]2[C:5]([CH:6]=1)=[CH:4][CH:3]=[C:2]([OH:1])[CH:10]=2)=[O:13]. The yield is 0.770. (7) The reactants are C(OC(=O)[NH:5][C:6]1[N:15]([CH:16]([C:18]2[CH:23]=[CH:22][C:21]([O:24][CH2:25][C:26]3[CH:31]=[CH:30][C:29]([C:32]([F:35])([F:34])[F:33])=[CH:28][CH:27]=3)=[C:20]([O:36][CH3:37])[CH:19]=2)[CH3:17])[C:9]2=[N:10][CH:11]=[C:12]([I:14])[CH:13]=[C:8]2[N:7]=1)C.[O-]P([O-])([O-])=O.[K+].[K+].[K+]. The catalyst is C(O)C.O. The product is [I:14][C:12]1[CH:13]=[C:8]2[N:7]=[C:6]([NH2:5])[N:15]([CH:16]([C:18]3[CH:23]=[CH:22][C:21]([O:24][CH2:25][C:26]4[CH:31]=[CH:30][C:29]([C:32]([F:34])([F:35])[F:33])=[CH:28][CH:27]=4)=[C:20]([O:36][CH3:37])[CH:19]=3)[CH3:17])[C:9]2=[N:10][CH:11]=1. The yield is 0.880. (8) The reactants are [CH3:1][C:2]1[CH:7]=[CH:6][N:5]=[CH:4][C:3]=1[C:8]1[CH:17]=[C:16]2[C:11]([CH:12]=[C:13]([NH:18]C(=O)OC(C)(C)C)[N:14]=[CH:15]2)=[CH:10][N:9]=1.FC(F)(F)C(O)=O. The catalyst is ClCCCl. The product is [CH3:1][C:2]1[CH:7]=[CH:6][N:5]=[CH:4][C:3]=1[C:8]1[CH:17]=[C:16]2[C:11]([CH:12]=[C:13]([NH2:18])[N:14]=[CH:15]2)=[CH:10][N:9]=1. The yield is 0.990. (9) The reactants are Cl[C:2]1[N:7]=[C:6]([N:8]2[C@@H:12]([CH:13]([CH3:15])[CH3:14])[CH2:11][O:10][C:9]2=[O:16])[CH:5]=[CH:4][N:3]=1.Cl.C[NH:19][CH2:20][C:21]#[CH:22].[CH:23](N(C(C)C)CC)(C)C. The catalyst is CS(C)=O.CCOC(C)=O. The product is [CH:13]([C@H:12]1[CH2:11][O:10][C:9](=[O:16])[N:8]1[C:6]1[CH:5]=[CH:4][N:3]=[C:2]([NH:19][C@@H:20]([CH3:23])[C:21]#[CH:22])[N:7]=1)([CH3:15])[CH3:14]. The yield is 0.310.